Dataset: Forward reaction prediction with 1.9M reactions from USPTO patents (1976-2016). Task: Predict the product of the given reaction. (1) Given the reactants [N:1]1[C:5]2[CH:6]=[CH:7][CH:8]=[CH:9][C:4]=2[NH:3][CH:2]=1.Br[CH2:11][C:12]#[N:13], predict the reaction product. The product is: [N:1]1([CH2:11][C:12]#[N:13])[C:5]2[CH:6]=[CH:7][CH:8]=[CH:9][C:4]=2[N:3]=[CH:2]1. (2) Given the reactants [F:1][C:2]1[C:7]([O:8][CH3:9])=[CH:6][CH:5]=[C:4]([O:10][CH3:11])[C:3]=1/[CH:12]=[N:13]/O.N, predict the reaction product. The product is: [F:1][C:2]1[C:7]([O:8][CH3:9])=[CH:6][CH:5]=[C:4]([O:10][CH3:11])[C:3]=1[CH2:12][NH2:13]. (3) The product is: [O:29]1[CH2:30][CH2:31][CH:26]([CH2:25][N:6]2[C:7]3[C:16]4[CH:15]=[CH:14][CH:13]=[CH:12][C:11]=4[N:10]=[C:9]([NH2:23])[C:8]=3[N:24]=[CH:5]2)[CH2:27][CH2:28]1. Given the reactants CO.C([C:5]1[N:6]([CH2:25][CH:26]2[CH2:31][CH2:30][O:29][CH2:28][CH2:27]2)[C:7]2[C:16]3[CH:15]=[CH:14][C:13](C=CS(C)(=O)=O)=[CH:12][C:11]=3[N:10]=[C:9]([NH2:23])[C:8]=2[N:24]=1)C, predict the reaction product. (4) Given the reactants [NH2:1][C:2]1[C:13]([Br:14])=[CH:12][C:5]([C:6]([N:8]([CH2:10][CH3:11])[CH3:9])=[O:7])=[CH:4][N:3]=1.Cl[CH2:16][CH:17]=O.C(=O)([O-])O.[Na+], predict the reaction product. The product is: [Br:14][C:13]1[C:2]2[N:3]([CH:16]=[CH:17][N:1]=2)[CH:4]=[C:5]([C:6]([N:8]([CH2:10][CH3:11])[CH3:9])=[O:7])[CH:12]=1. (5) The product is: [F:38][C:16]1[C:11]2[N:10]([C:18]([C:31]3[CH:36]=[CH:35][CH:34]=[CH:33][CH:32]=3)([C:25]3[CH:26]=[CH:27][CH:28]=[CH:29][CH:30]=3)[C:19]3[CH:24]=[CH:23][CH:22]=[CH:21][CH:20]=3)[N:9]=[C:8]([C:6]3[CH:5]=[CH:4][N:3]=[C:2]([CH3:1])[CH:7]=3)[C:12]=2[CH:13]=[N:14][C:15]=1[NH2:17]. Given the reactants [CH3:1][C:2]1[CH:7]=[C:6]([C:8]2[C:12]3[CH:13]=[N:14][C:15]([NH2:17])=[CH:16][C:11]=3[N:10]([C:18]([C:31]3[CH:36]=[CH:35][CH:34]=[CH:33][CH:32]=3)([C:25]3[CH:30]=[CH:29][CH:28]=[CH:27][CH:26]=3)[C:19]3[CH:24]=[CH:23][CH:22]=[CH:21][CH:20]=3)[N:9]=2)[CH:5]=[CH:4][N:3]=1.[Xe](F)[F:38], predict the reaction product. (6) Given the reactants C=C.C(F)(F)=C(Cl)F.C(OOC(C)(C)C)(=O)C(C)(C)C.C(OOC(C)(CCC(OOC(C)(C)C)(C)C)C)(C)(C)C.[Br:41][C:42]([C:45]([CH2:48][CH2:49]Br)([Cl:47])[F:46])([F:44])[F:43], predict the reaction product. The product is: [Br:41][C:42]([C:45]([CH:48]=[CH2:49])([Cl:47])[F:46])([F:44])[F:43]. (7) Given the reactants [H-].[Al+3].[Li+].[H-].[H-].[H-].[CH3:7][O:8][C:9]1[CH:22]=[CH:21][C:12]([CH2:13][C@H:14]([CH:18]([CH3:20])[CH3:19])[C:15](O)=[O:16])=[CH:11][C:10]=1[O:23][CH2:24][CH2:25][CH2:26][O:27][CH3:28].[Mn]([O-])(=O)(=O)=O.[K+].[OH-].[Na+], predict the reaction product. The product is: [CH3:7][O:8][C:9]1[CH:22]=[CH:21][C:12]([CH2:13][C@H:14]([CH:18]([CH3:20])[CH3:19])[CH2:15][OH:16])=[CH:11][C:10]=1[O:23][CH2:24][CH2:25][CH2:26][O:27][CH3:28].